Dataset: Catalyst prediction with 721,799 reactions and 888 catalyst types from USPTO. Task: Predict which catalyst facilitates the given reaction. Product: [CH3:1][O:2][C:3]1[CH:4]=[C:5]2[C:9](=[CH:10][CH:11]=1)[N:8]([CH3:12])[CH:7]=[C:6]2[C:13]#[N:16]. The catalyst class is: 9. Reactant: [CH3:1][O:2][C:3]1[CH:4]=[C:5]2[C:9](=[CH:10][CH:11]=1)[N:8]([CH3:12])[CH:7]=[C:6]2[CH:13]=O.Cl.[NH2:16]O.O.